This data is from Reaction yield outcomes from USPTO patents with 853,638 reactions. The task is: Predict the reaction yield, written as a fraction of the theoretical maximum amount of product (1.0 means a 100% yield; for example, 0.34 means a 34% yield). The reactants are C[O:2][C:3](=[O:23])[C:4]1[C:5](=[C:10]([O:14][C:15]2[CH:20]=[CH:19][CH:18]=[CH:17][C:16]=2[O:21][CH3:22])[CH:11]=[CH:12][CH:13]=1)[C:6]([O:8]C)=[O:7].[OH-].[Na+]. The catalyst is C(O)C. The product is [CH3:22][O:21][C:16]1[CH:17]=[CH:18][CH:19]=[CH:20][C:15]=1[O:14][C:10]1[CH:11]=[CH:12][CH:13]=[C:4]([C:3]([OH:23])=[O:2])[C:5]=1[C:6]([OH:8])=[O:7]. The yield is 0.780.